Dataset: Reaction yield outcomes from USPTO patents with 853,638 reactions. Task: Predict the reaction yield, written as a fraction of the theoretical maximum amount of product (1.0 means a 100% yield; for example, 0.34 means a 34% yield). (1) The reactants are [CH2:1]1[O:11][C:4]2([CH2:9][CH2:8][C:7](=[O:10])[CH2:6][CH2:5]2)[O:3][CH2:2]1.[N+:12]([CH3:15])([O-:14])=[O:13].[O-]CC.[Na+]. The catalyst is C(O)C. The product is [N+:12]([CH2:15][C:7]1([OH:10])[CH2:6][CH2:5][C:4]2([O:3][CH2:2][CH2:1][O:11]2)[CH2:9][CH2:8]1)([O-:14])=[O:13]. The yield is 0.400. (2) The reactants are [Cl:1][C:2]1[CH:35]=[CH:34][C:5]([CH2:6][CH2:7][NH:8][C:9]([C:11]2[CH:33]=[CH:32][C:14]([O:15][C:16]3[CH:21]=[CH:20][C:19]([CH2:22][C:23]([O:25]C(C)(C)C)=[O:24])=[CH:18][C:17]=3[C:30]#[N:31])=[CH:13][CH:12]=2)=[O:10])=[CH:4][CH:3]=1.C(O)(C(F)(F)F)=O. The catalyst is C(Cl)Cl. The product is [Cl:1][C:2]1[CH:3]=[CH:4][C:5]([CH2:6][CH2:7][NH:8][C:9]([C:11]2[CH:12]=[CH:13][C:14]([O:15][C:16]3[CH:21]=[CH:20][C:19]([CH2:22][C:23]([OH:25])=[O:24])=[CH:18][C:17]=3[C:30]#[N:31])=[CH:32][CH:33]=2)=[O:10])=[CH:34][CH:35]=1. The yield is 0.847. (3) The reactants are [F:1][C:2]1[CH:7]=[CH:6][C:5]([C:8]([CH2:25][CH2:26][CH3:27])([CH2:22][CH2:23][CH3:24])[C:9]([CH:11](C(OCC)=O)[C:12]([O:14]CC)=O)=[O:10])=[CH:4][CH:3]=1.ClCCl.Cl. The catalyst is CS(O)(=O)=O.O1CCCC1.O. The product is [F:1][C:2]1[CH:3]=[C:4]2[C:5](=[CH:6][CH:7]=1)[C:8]([CH2:22][CH2:23][CH3:24])([CH2:25][CH2:26][CH3:27])[C:9](=[O:10])[CH:11]=[C:12]2[OH:14]. The yield is 0.700. (4) The reactants are [Br:1][C:2]1[CH:3]=[CH:4][CH:5]=[C:6]2[C:10]=1[NH:9][C:8](=[O:11])[C:7]2([C:14]1[C:22](O)=[CH:21][C:17]2[O:18][CH2:19][O:20][C:16]=2[CH:15]=1)[CH2:12][OH:13].C(P(CCCC)CCCC)CCC.N(C(OC(C)(C)C)=O)=NC(OC(C)(C)C)=O. The catalyst is O1CCCC1. The product is [Br:1][C:2]1[CH:3]=[CH:4][CH:5]=[C:6]2[C:10]=1[NH:9][C:8](=[O:11])[C:7]12[C:14]2=[CH:15][C:16]3[O:20][CH2:19][O:18][C:17]=3[CH:21]=[C:22]2[O:13][CH2:12]1. The yield is 0.530.